From a dataset of Reaction yield outcomes from USPTO patents with 853,638 reactions. Predict the reaction yield, written as a fraction of the theoretical maximum amount of product (1.0 means a 100% yield; for example, 0.34 means a 34% yield). The reactants are [Cl:1][C:2]1[CH:3]=[N:4][C:5]2[C@@H:6]([NH:11][C:12]3[CH:13]=[CH:14][C:15]([F:29])=[C:16]([C@:18]4([CH3:28])[C:24]([F:26])([F:25])[CH2:23][O:22][CH2:21][C:20](=S)[NH:19]4)[CH:17]=3)[CH2:7][CH2:8][C:9]=2[CH:10]=1.CO.C(OO)(C)(C)C.C([O-])([O-])=O.[Na+].[Na+].[NH3:44]. No catalyst specified. The product is [NH2:44][C:20]1[CH2:21][O:22][CH2:23][C:24]([F:26])([F:25])[C@:18]([C:16]2[CH:17]=[C:12]([NH:11][C@@H:6]3[C:5]4[N:4]=[CH:3][C:2]([Cl:1])=[CH:10][C:9]=4[CH2:8][CH2:7]3)[CH:13]=[CH:14][C:15]=2[F:29])([CH3:28])[N:19]=1. The yield is 0.450.